This data is from Reaction yield outcomes from USPTO patents with 853,638 reactions. The task is: Predict the reaction yield, written as a fraction of the theoretical maximum amount of product (1.0 means a 100% yield; for example, 0.34 means a 34% yield). (1) The reactants are [CH3:1][O:2][C:3](=[O:44])[CH2:4][CH2:5][CH2:6]/[CH:7]=[CH:8]\[CH2:9][C@H:10]1[C:14](=[O:15])[CH2:13][C@@H:12](O[Si](C(C)(C)C)(C)C)[C@@H:11]1/[CH:24]=[CH:25]/[C@@H:26]([O:36][Si](C(C)(C)C)(C)C)[CH2:27][CH2:28][C:29]1[S:30][C:31]([CH3:35])=[C:32]([Br:34])[CH:33]=1.CC(O)=O.O.C([O-])(O)=O.[Na+]. The catalyst is C1COCC1. The product is [CH3:1][O:2][C:3](=[O:44])[CH2:4][CH2:5][CH2:6]/[CH:7]=[CH:8]\[CH2:9][C@H:10]1[C:14](=[O:15])[CH:13]=[CH:12][C@@H:11]1/[CH:24]=[CH:25]/[C@@H:26]([OH:36])[CH2:27][CH2:28][C:29]1[S:30][C:31]([CH3:35])=[C:32]([Br:34])[CH:33]=1. The yield is 0.510. (2) The yield is 0.873. The catalyst is C(O)(C(F)(F)F)=O. The product is [Cl:1][C:2]1[CH:3]=[C:4]2[C:14](=[CH:15][C:16]=1[Cl:17])[C:8]1([CH2:13][CH2:12][O:11][CH2:10][CH2:9]1)[C:7](=[O:18])[C:6]([C:19]([NH:21][CH2:22][C:23]([OH:25])=[O:24])=[O:20])=[C:5]2[OH:30]. The reactants are [Cl:1][C:2]1[CH:3]=[C:4]2[C:14](=[CH:15][C:16]=1[Cl:17])[C:8]1([CH2:13][CH2:12][O:11][CH2:10][CH2:9]1)[C:7](=[O:18])[C:6]([C:19]([NH:21][CH2:22][C:23]([O:25]C(C)(C)C)=[O:24])=[O:20])=[C:5]2[OH:30]. (3) The yield is 0.810. The catalyst is CC(C)=O. The product is [CH2:18]([O:11][C:5]1[CH:4]=[CH:3][C:2]([Cl:1])=[CH:10][C:6]=1[C:7]([NH2:9])=[O:8])[C:19]1[CH:24]=[CH:23][CH:22]=[CH:21][CH:20]=1. The reactants are [Cl:1][C:2]1[CH:3]=[CH:4][C:5]([OH:11])=[C:6]([CH:10]=1)[C:7]([NH2:9])=[O:8].C([O-])([O-])=O.[K+].[K+].[CH2:18](Br)[C:19]1[CH:24]=[CH:23][CH:22]=[CH:21][CH:20]=1. (4) The reactants are CC1C=CC(S(O[CH2:12][C@@H:13]2[CH2:17][O:16][C:15]([CH3:19])([CH3:18])[O:14]2)(=O)=O)=CC=1.[C:20]([C:24]1[NH:25][C:26]2[C:31]([CH:32]=1)=[CH:30][C:29]([N+:33]([O-:35])=[O:34])=[CH:28][CH:27]=2)([CH3:23])([CH3:22])[CH3:21].C([O-])([O-])=O.[Cs+].[Cs+]. The catalyst is CN(C=O)C. The product is [C:20]([C:24]1[N:25]([CH2:12][C@@H:13]2[CH2:17][O:16][C:15]([CH3:18])([CH3:19])[O:14]2)[C:26]2[C:31]([CH:32]=1)=[CH:30][C:29]([N+:33]([O-:35])=[O:34])=[CH:28][CH:27]=2)([CH3:23])([CH3:21])[CH3:22]. The yield is 0.660. (5) The reactants are Br[C:2]1[CH:7]=[C:6]([CH3:8])[C:5]([CH3:9])=[CH:4][C:3]=1[N+:10]([O-:12])=[O:11].[NH2:13][CH2:14][CH2:15][CH2:16][CH2:17][CH2:18][OH:19]. The catalyst is CS(C)=O. The product is [CH3:9][C:5]1[C:6]([CH3:8])=[CH:7][C:2]([NH:13][CH2:14][CH2:15][CH2:16][CH2:17][CH2:18][OH:19])=[C:3]([N+:10]([O-:12])=[O:11])[CH:4]=1. The yield is 0.670. (6) The reactants are [CH3:1][O:2][CH2:3][C@H:4]([OH:6])[CH3:5].[H-].[Na+].[N:9]1[C:16]([Cl:17])=[N:15][C:13](Cl)=[N:12][C:10]=1[Cl:11].O. The catalyst is C1COCC1. The product is [Cl:11][C:10]1[N:9]=[C:16]([Cl:17])[N:15]=[C:13]([O:6][C@H:4]([CH3:5])[CH2:3][O:2][CH3:1])[N:12]=1. The yield is 0.140. (7) The reactants are [NH2:1][C:2]1[S:17][C:5]2[CH2:6][N:7]([C:10](OC(C)(C)C)=[O:11])[CH2:8][CH2:9][C:4]=2[C:3]=1[C:18]1[S:19][C:20]2[CH:26]=[CH:25][CH:24]=[CH:23][C:21]=2[N:22]=1.[C:27](OC(=O)C)(=[O:29])[CH3:28].[C:34](O)(=O)C. The catalyst is ClCCl. The product is [C:10]([N:7]1[CH2:8][CH2:9][C:4]2[C:3]([C:18]3[S:19][C:20]4[CH:26]=[CH:25][CH:24]=[CH:23][C:21]=4[N:22]=3)=[C:2]([NH:1][C:27](=[O:29])[CH3:28])[S:17][C:5]=2[CH2:6]1)(=[O:11])[CH3:34]. The yield is 0.230.